Dataset: NCI-60 drug combinations with 297,098 pairs across 59 cell lines. Task: Regression. Given two drug SMILES strings and cell line genomic features, predict the synergy score measuring deviation from expected non-interaction effect. (1) Drug 1: CCC(=C(C1=CC=CC=C1)C2=CC=C(C=C2)OCCN(C)C)C3=CC=CC=C3.C(C(=O)O)C(CC(=O)O)(C(=O)O)O. Drug 2: CC12CCC3C(C1CCC2OP(=O)(O)O)CCC4=C3C=CC(=C4)OC(=O)N(CCCl)CCCl.[Na+]. Cell line: SK-MEL-28. Synergy scores: CSS=7.40, Synergy_ZIP=-6.04, Synergy_Bliss=-8.98, Synergy_Loewe=-12.6, Synergy_HSA=-9.41. (2) Drug 1: C1=NC2=C(N1)C(=S)N=C(N2)N. Drug 2: C1=NNC2=C1C(=O)NC=N2. Synergy scores: CSS=-4.84, Synergy_ZIP=-2.69, Synergy_Bliss=-9.55, Synergy_Loewe=-9.91, Synergy_HSA=-9.74. Cell line: SNB-19. (3) Drug 1: CC12CCC3C(C1CCC2=O)CC(=C)C4=CC(=O)C=CC34C. Drug 2: CC1C(C(=O)NC(C(=O)N2CCCC2C(=O)N(CC(=O)N(C(C(=O)O1)C(C)C)C)C)C(C)C)NC(=O)C3=C4C(=C(C=C3)C)OC5=C(C(=O)C(=C(C5=N4)C(=O)NC6C(OC(=O)C(N(C(=O)CN(C(=O)C7CCCN7C(=O)C(NC6=O)C(C)C)C)C)C(C)C)C)N)C. Cell line: DU-145. Synergy scores: CSS=55.1, Synergy_ZIP=2.42, Synergy_Bliss=4.05, Synergy_Loewe=4.27, Synergy_HSA=3.71. (4) Drug 1: C1CC(C1)(C(=O)O)C(=O)O.[NH2-].[NH2-].[Pt+2]. Drug 2: COCCOC1=C(C=C2C(=C1)C(=NC=N2)NC3=CC=CC(=C3)C#C)OCCOC. Cell line: UACC62. Synergy scores: CSS=50.0, Synergy_ZIP=7.71, Synergy_Bliss=9.80, Synergy_Loewe=3.19, Synergy_HSA=11.1. (5) Drug 1: CCCS(=O)(=O)NC1=C(C(=C(C=C1)F)C(=O)C2=CNC3=C2C=C(C=N3)C4=CC=C(C=C4)Cl)F. Drug 2: C1CCC(CC1)NC(=O)N(CCCl)N=O. Cell line: SF-539. Synergy scores: CSS=22.1, Synergy_ZIP=-1.46, Synergy_Bliss=4.04, Synergy_Loewe=0.574, Synergy_HSA=4.04. (6) Drug 1: CCC(=C(C1=CC=CC=C1)C2=CC=C(C=C2)OCCN(C)C)C3=CC=CC=C3.C(C(=O)O)C(CC(=O)O)(C(=O)O)O. Drug 2: C1=NNC2=C1C(=O)NC=N2. Cell line: NCI-H460. Synergy scores: CSS=1.69, Synergy_ZIP=5.76, Synergy_Bliss=2.13, Synergy_Loewe=-2.65, Synergy_HSA=-0.875. (7) Drug 1: C1CN1P(=S)(N2CC2)N3CC3. Drug 2: CC1=C(C=C(C=C1)NC(=O)C2=CC=C(C=C2)CN3CCN(CC3)C)NC4=NC=CC(=N4)C5=CN=CC=C5. Cell line: COLO 205. Synergy scores: CSS=4.76, Synergy_ZIP=-9.16, Synergy_Bliss=-5.68, Synergy_Loewe=-16.3, Synergy_HSA=-4.86.